From a dataset of Catalyst prediction with 721,799 reactions and 888 catalyst types from USPTO. Predict which catalyst facilitates the given reaction. (1) Reactant: C(C1C(F)=C(F)C=C(Br)C=1O)C=C.ClC1C=C(C=CC=1)C(OO)=O.C(=O)([O-])[O-].[K+].[K+].[Br:31][C:32]1[C:40]2[O:39][CH:38]([CH2:41][OH:42])[CH2:37][C:36]=2[C:35]([F:43])=[C:34]([F:44])[CH:33]=1.C(N(C(C)C)CC)(C)C.[C:54]1([CH3:64])[CH:59]=[CH:58][C:57]([S:60](Cl)(=[O:62])=[O:61])=[CH:56][CH:55]=1. Product: [CH3:64][C:54]1[CH:59]=[CH:58][C:57]([S:60]([O:42][CH2:41][CH:38]2[CH2:37][C:36]3[C:35]([F:43])=[C:34]([F:44])[CH:33]=[C:32]([Br:31])[C:40]=3[O:39]2)(=[O:62])=[O:61])=[CH:56][CH:55]=1. The catalyst class is: 277. (2) Reactant: Br[C:2]1[C:3]([F:9])=[C:4]([CH:6]=[CH:7][CH:8]=1)[NH2:5].[C:10]([O:14][C:15]([CH3:18])([CH3:17])[CH3:16])(=[O:13])[CH:11]=[CH2:12].C(N(CC)CC)C.C1(C)C=CC=CC=1P(C1C=CC=CC=1C)C1C=CC=CC=1C. Product: [NH2:5][C:4]1[C:3]([F:9])=[C:2](/[CH:12]=[CH:11]/[C:10]([O:14][C:15]([CH3:18])([CH3:17])[CH3:16])=[O:13])[CH:8]=[CH:7][CH:6]=1. The catalyst class is: 274. (3) Reactant: C(OC([N:8]1[CH2:13][CH2:12][CH:11]([C:14]([C:16]2[CH:21]=[CH:20][CH:19]=[CH:18][N:17]=2)=[O:15])[CH2:10][CH2:9]1)=O)(C)(C)C.C(O)(C(F)(F)F)=O. Product: [NH:8]1[CH2:13][CH2:12][CH:11]([C:14]([C:16]2[CH:21]=[CH:20][CH:19]=[CH:18][N:17]=2)=[O:15])[CH2:10][CH2:9]1. The catalyst class is: 4. (4) Reactant: [NH2:1][C:2]1[N:7]=[C:6]([O:8][C:9]2[CH:10]=[C:11]3[C:15](=[CH:16][CH:17]=2)[NH:14][CH:13]=[CH:12]3)[CH:5]=[C:4](Cl)[N:3]=1.CCN(CC)CC. Product: [NH2:1][C:2]1[N:7]=[C:6]([O:8][C:9]2[CH:10]=[C:11]3[C:15](=[CH:16][CH:17]=2)[NH:14][CH:13]=[CH:12]3)[CH:5]=[CH:4][N:3]=1. The catalyst class is: 123. (5) Reactant: [NH2:1][C:2]1[N:7]=[C:6]([C:8]2[O:9][CH:10]=[CH:11][CH:12]=2)[C:5]([C:13]#[N:14])=[C:4]([S:15][CH2:16][CH2:17][C:18]2[CH:23]=[CH:22][CH:21]=[CH:20][N:19]=2)[N:3]=1.[C:24](Br)(=[O:31])[C:25]1[CH:30]=[CH:29][CH:28]=[CH:27][CH:26]=1. Product: [C:24]([N:1]([C:2]1[N:7]=[C:6]([C:8]2[O:9][CH:10]=[CH:11][CH:12]=2)[C:5]([C:13]#[N:14])=[C:4]([S:15][CH2:16][CH2:17][C:18]2[CH:23]=[CH:22][CH:21]=[CH:20][N:19]=2)[N:3]=1)[C:24](=[O:31])[C:25]1[CH:30]=[CH:29][CH:28]=[CH:27][CH:26]=1)(=[O:31])[C:25]1[CH:30]=[CH:29][CH:28]=[CH:27][CH:26]=1. The catalyst class is: 341.